Dataset: Forward reaction prediction with 1.9M reactions from USPTO patents (1976-2016). Task: Predict the product of the given reaction. Given the reactants [CH2:1]([OH:17])[CH2:2][CH2:3][CH2:4][CH2:5][CH2:6][CH2:7][CH2:8][CH2:9][CH2:10][CH2:11][CH2:12][CH2:13][CH2:14][CH2:15][CH3:16], predict the reaction product. The product is: [C:1]([O:17][CH2:1][CH2:2][CH2:3][CH2:4][CH2:5][CH2:6][CH2:7][CH2:8][CH2:9][CH2:10][CH2:11][CH2:12][CH2:13][CH2:14][CH2:15][CH3:16])(=[O:17])[CH2:2][CH2:3][CH2:4][CH2:5][CH2:6][CH2:7][CH2:8][CH2:9]/[CH:10]=[CH:11]\[CH2:12][CH2:13][CH3:14].